This data is from Forward reaction prediction with 1.9M reactions from USPTO patents (1976-2016). The task is: Predict the product of the given reaction. (1) Given the reactants [C:1]([C:4]1[CH:9]=[CH:8][C:7](B(O)O)=[CH:6][CH:5]=1)([OH:3])=O.CC1(C)C(C)(C)OB([C:21]2[CH:29]=[CH:28][C:24]([C:25]([NH2:27])=[O:26])=[CH:23][CH:22]=2)O1.[NH3:31], predict the reaction product. The product is: [OH:3][CH2:1][C:4]1[CH:9]=[C:8]2[C:7](=[CH:6][CH:5]=1)[C:23]1[NH:31][N:27]=[C:25]([C:21]3[CH:22]=[CH:23][C:24]([C:25]([NH2:27])=[O:26])=[CH:28][CH:29]=3)[C:24]=1[CH2:28]2. (2) Given the reactants [CH3:1][C:2]1[CH:10]=[C:9]([CH3:11])[CH:8]=[CH:7][C:3]=1[C:4]([OH:6])=[O:5].[C:12](Cl)(=O)C(Cl)=O, predict the reaction product. The product is: [CH3:1][C:2]1[CH:10]=[C:9]([CH3:11])[CH:8]=[CH:7][C:3]=1[C:4]([O:6][CH3:12])=[O:5]. (3) Given the reactants [CH2:1]([C@@H:5]([C:12]([N:14]1[CH2:18][CH2:17][CH2:16][C@H:15]1[C:19]([O:21]C(C)(C)C)=[O:20])=[O:13])[C@H:6]([F:11])[C:7]([O:9][CH3:10])=[O:8])[CH2:2][CH2:3][CH3:4].Cl, predict the reaction product. The product is: [CH2:1]([C@@H:5]([C:12]([N:14]1[CH2:18][CH2:17][CH2:16][C@H:15]1[C:19]([OH:21])=[O:20])=[O:13])[C@H:6]([F:11])[C:7]([O:9][CH3:10])=[O:8])[CH2:2][CH2:3][CH3:4].